From a dataset of Experimentally validated miRNA-target interactions with 360,000+ pairs, plus equal number of negative samples. Binary Classification. Given a miRNA mature sequence and a target amino acid sequence, predict their likelihood of interaction. (1) The miRNA is rno-miR-20a-5p with sequence UAAAGUGCUUAUAGUGCAGGUAG. The protein sequence of the target gene is MFTELRSKLSPPRARAGAVRPGFGERPDVDASAHFSFCQTLLEHTVSAENIPCHLPRTPGTSLTWHDSRSQRASSSRPIKLLQQPGSEIPQARLYSDHYGLYHTSPSLGGLTRPVVLWSQQDVCKWLKKHCPHNYLVYVEAFSQHAITGRALLRLNADKLQRMGLTQEAQRQEVLQQVLHLQVREEGRSLKLLSQASFGNMS. Result: 0 (no interaction). (2) The miRNA is hsa-miR-548x-3p with sequence UAAAAACUGCAAUUACUUUC. The protein sequence of the target gene is MPGHLQEGFGCVVTNRFDQLFDDESDPFEVLKAAENKKKEAGGGGVGGPGAKSAAQAAAQTNSNAAGKQLRKESQKDRKNPLPPSVGVVDKKEETQPPVALKKEGIRRVGRRPDQQLQGEGKIIDRRPERRPPRERRFEKPLEEKGEGGEFSVDRPIIDRPIRGRGGLGRGRGGRGRGMGRGDGFDSRGKREFDRHSGSDRSSFSHYSGLKHEDKRGGSGSHNWGTVKDELTESPKYIQKQISYNYSDLDQSNVTEETPEGEEHHPVADTENKENEVEEVKEEGPKEMTLDEWKAIQNKD.... Result: 1 (interaction). (3) The miRNA is mmu-miR-33-3p with sequence CAAUGUUUCCACAGUGCAUCAC. The protein sequence of the target gene is MLRIPVRKALVGLSKSPKGCVRTTATAASNLIEVFVDGQSVMVEPGTTVLQACEKVGMQIPRFCYHERLSVAGNCRMCLVEIEKAPKVVAACAMPVMKGWNILTNSEKSKKAREGVMEFLLANHPLDCPICDQGGECDLQDQSMMFGNDRSRFLEGKRAVEDKNIGPLVKTIMTRCIQCTRCIRFASEIAGVDDLGTTGRGNDMQVGTYIEKMFMSELSGNIIDICPVGALTSKPYAFTARPWETRKTESIDVMDAVGSNIVVSTRTGEVMRILPRMHEDINEEWISDKTRFAYDGLKRQ.... Result: 0 (no interaction). (4) The miRNA is hsa-miR-504-3p with sequence GGGAGUGCAGGGCAGGGUUUC. The protein sequence of the target gene is MATGGQQKENTLLHLFAGGCGGTVGAIFTCPLEVIKTRLQSSRLALRTVYYPQVHLGTISGAGMVRPTSVTPGLFQVLKSILEKEGPKSLFRGLGPNLVGVAPSRAVYFACYSKAKEQFNGIFVPNSNIVHIFSAGSAAFITNSLMNPIWMVKTRMQLEQKVRGSKQMNTLQCARYVYQTEGIRGFYRGLTASYAGISETIICFAIYESLKKYLKEAPLASSANGTEKNSTSFFGLMAAAALSKGCASCIAYPHEVIRTRLREEGTKYKSFVQTARLVFREEGYLAFYRGLFAQLIRQIP.... Result: 1 (interaction).